This data is from Catalyst prediction with 721,799 reactions and 888 catalyst types from USPTO. The task is: Predict which catalyst facilitates the given reaction. (1) Reactant: [NH2:1][CH2:2][CH:3]([O:7][CH2:8][CH3:9])[O:4][CH2:5][CH3:6].C(O[CH:13](O)[C:14]([F:17])([F:16])[F:15])C.[OH-].[Na+].[BH4-].[Na+]. Product: [CH2:5]([O:4][CH:3]([O:7][CH2:8][CH3:9])[CH2:2][NH:1][CH2:13][C:14]([F:17])([F:16])[F:15])[CH3:6]. The catalyst class is: 224. (2) Reactant: [F:1][C:2]([F:49])([F:48])[C:3]1[CH:4]=[C:5]([C@H:13]2[O:17][C:16](=[O:18])[N:15]([CH2:19][C:20]3[CH:25]=[C:24]([O:26][C:27]([F:30])([F:29])[F:28])[CH:23]=[CH:22][C:21]=3[N:31]([CH3:46])[C:32]([C@H:34]3[CH2:39][CH2:38][C@H:37]([CH2:40][C:41]([O:43]CC)=[O:42])[CH2:36][CH2:35]3)=[O:33])[C@H:14]2[CH3:47])[CH:6]=[C:7]([C:9]([F:12])([F:11])[F:10])[CH:8]=1.[OH-].[K+]. Product: [F:12][C:9]([F:10])([F:11])[C:7]1[CH:6]=[C:5]([C@H:13]2[O:17][C:16](=[O:18])[N:15]([CH2:19][C:20]3[CH:25]=[C:24]([O:26][C:27]([F:30])([F:28])[F:29])[CH:23]=[CH:22][C:21]=3[N:31]([CH3:46])[C:32]([C@H:34]3[CH2:39][CH2:38][C@H:37]([CH2:40][C:41]([OH:43])=[O:42])[CH2:36][CH2:35]3)=[O:33])[C@H:14]2[CH3:47])[CH:4]=[C:3]([C:2]([F:1])([F:49])[F:48])[CH:8]=1. The catalyst class is: 14. (3) Reactant: [C:1]1([CH:7]2[CH:12]([C:13]3[CH:18]=[CH:17][CH:16]=[CH:15][CH:14]=3)[NH:11][C:10](=O)[C:9](=O)[NH:8]2)[CH:6]=[CH:5][CH:4]=[CH:3][CH:2]=1.C1COCC1.Cl. Product: [C:1]1([CH:7]2[CH:12]([C:13]3[CH:14]=[CH:15][CH:16]=[CH:17][CH:18]=3)[NH:11][CH2:10][CH2:9][NH:8]2)[CH:6]=[CH:5][CH:4]=[CH:3][CH:2]=1. The catalyst class is: 6. (4) Reactant: [Cl:1][C:2]1[CH:3]=[C:4]([C:12]2[O:16][N:15]=[C:14]([C:17]3[CH:18]=[CH:19][CH:20]=[C:21]4[C:25]=3[N:24]([CH3:26])[CH:23]=[C:22]4[CH2:27][CH2:28][NH:29][CH2:30][C:31]([O:33]CC)=[O:32])[N:13]=2)[CH:5]=[CH:6][C:7]=1[O:8][CH:9]([CH3:11])[CH3:10].[OH-].[Na+].Cl. Product: [Cl:1][C:2]1[CH:3]=[C:4]([C:12]2[O:16][N:15]=[C:14]([C:17]3[CH:18]=[CH:19][CH:20]=[C:21]4[C:25]=3[N:24]([CH3:26])[CH:23]=[C:22]4[CH2:27][CH2:28][NH:29][CH2:30][C:31]([OH:33])=[O:32])[N:13]=2)[CH:5]=[CH:6][C:7]=1[O:8][CH:9]([CH3:10])[CH3:11]. The catalyst class is: 1. (5) Reactant: [Cl:1][C:2]1[CH:12]=[CH:11][C:5]2[NH:6][C:7](SC)=[N:8][C:4]=2[C:3]=1[C:13]#[N:14].O[O:16][S:17]([O-:19])=O.[K+].[CH3:21]O. Product: [Cl:1][C:2]1[CH:12]=[CH:11][C:5]2[NH:6][C:7]([S:17]([CH3:21])(=[O:19])=[O:16])=[N:8][C:4]=2[C:3]=1[C:13]#[N:14]. The catalyst class is: 6.